The task is: Predict which catalyst facilitates the given reaction.. This data is from Catalyst prediction with 721,799 reactions and 888 catalyst types from USPTO. Reactant: CC([O:4][C:5]([CH3:7])=[O:6])=O.O[NH:9][C:10](=[NH:24])[CH2:11][C:12]1[C:17]([C:18]2[CH:23]=[CH:22][CH:21]=[CH:20][CH:19]=2)=[CH:16][CH:15]=[CH:14][N:13]=1.C(OCC)(=O)C. Product: [C:5]([O:4][NH:24][C:10](=[NH:9])[CH2:11][C:12]1[C:17]([C:18]2[CH:23]=[CH:22][CH:21]=[CH:20][CH:19]=2)=[CH:16][CH:15]=[CH:14][N:13]=1)(=[O:6])[CH3:7]. The catalyst class is: 6.